Task: Predict the reactants needed to synthesize the given product.. Dataset: Full USPTO retrosynthesis dataset with 1.9M reactions from patents (1976-2016) (1) Given the product [CH3:1][C:2]([NH:25][C:7]1[C:12]([C:13]([O:15][CH2:16][CH3:17])=[O:14])=[CH:11][N:10]=[C:9]2[N:18]([CH2:21][CH3:22])[N:19]=[CH:20][C:8]=12)([CH3:4])[CH3:3], predict the reactants needed to synthesize it. The reactants are: [CH3:1][C:2](O)([CH3:4])[CH3:3].Cl[C:7]1[C:12]([C:13]([O:15][CH2:16][CH3:17])=[O:14])=[CH:11][N:10]=[C:9]2[N:18]([CH2:21][CH3:22])[N:19]=[CH:20][C:8]=12.CC[N:25](C(C)C)C(C)C. (2) Given the product [OH:54][CH2:53][CH:52]([NH:51][C:33]([C:30]1[CH:31]=[CH:32][C:27]([C:24]2[CH:23]=[CH:22][C:21]([CH2:20][C@H:19]([NH:18][C:16]([C@H:13]3[CH2:14][CH2:15][C@H:10]([CH2:9][NH:8][C:6](=[O:7])[O:5][C:1]([CH3:2])([CH3:3])[CH3:4])[CH2:11][CH2:12]3)=[O:17])[C:37](=[O:50])[NH:38][C:39]3[CH:44]=[CH:43][C:42]([C:45]4[NH:49][N:48]=[N:47][N:46]=4)=[CH:41][CH:40]=3)=[CH:26][CH:25]=2)=[C:28]([CH3:36])[CH:29]=1)=[O:34])[CH3:55], predict the reactants needed to synthesize it. The reactants are: [C:1]([O:5][C:6]([NH:8][CH2:9][C@H:10]1[CH2:15][CH2:14][C@H:13]([C:16]([NH:18][C@H:19]([C:37](=[O:50])[NH:38][C:39]2[CH:44]=[CH:43][C:42]([C:45]3[N:46]=[N:47][NH:48][N:49]=3)=[CH:41][CH:40]=2)[CH2:20][C:21]2[CH:26]=[CH:25][C:24]([C:27]3[CH:32]=[CH:31][C:30]([C:33](O)=[O:34])=[CH:29][C:28]=3[CH3:36])=[CH:23][CH:22]=2)=[O:17])[CH2:12][CH2:11]1)=[O:7])([CH3:4])([CH3:3])[CH3:2].[NH2:51][CH:52]([CH3:55])[CH2:53][OH:54].C(N(CC)C(C)C)(C)C.F[P-](F)(F)(F)(F)F.CN(C(ON1C2=NC=CC=C2N=N1)=[N+](C)C)C. (3) Given the product [F:14][C:15]1[C:27]2[C:26]3[C:21](=[CH:22][C:23]([F:28])=[CH:24][CH:25]=3)[CH2:20][C:19]=2[CH:18]=[C:17]([NH2:30])[CH:16]=1, predict the reactants needed to synthesize it. The reactants are: C1C2CC3C(=CC=CC=3)C=2C=CC=1.[F:14][C:15]1[C:27]2[C:26]3[C:21](=[CH:22][C:23]([F:28])=[CH:24][CH:25]=3)[C:20](=O)[C:19]=2[CH:18]=[C:17]([NH2:30])[CH:16]=1. (4) Given the product [CH:1]1([C:4]2[NH:8][N:7]=[C:6]([N:9]3[C:10]4[CH:11]=[C:12]([NH:17][C@H:18]([C:20]5[CH:21]=[CH:22][C:23]([F:26])=[CH:24][CH:25]=5)[CH3:19])[N:13]=[CH:14][C:15]=4[N:16]=[CH:27]3)[CH:5]=2)[CH2:3][CH2:2]1, predict the reactants needed to synthesize it. The reactants are: [CH:1]1([C:4]2[NH:8][N:7]=[C:6]([NH:9][C:10]3[C:15]([NH2:16])=[CH:14][N:13]=[C:12]([NH:17][C@H:18]([C:20]4[CH:25]=[CH:24][C:23]([F:26])=[CH:22][CH:21]=4)[CH3:19])[CH:11]=3)[CH:5]=2)[CH2:3][CH2:2]1.[C:27](O)(=O)C.C(N)=N.C([O-])(O)=O.[Na+].CCOC(C)=O. (5) Given the product [Cl:1][C:2]1[C:10]2[N:9]=[CH:8][N:7]([CH:11]3[CH2:16][CH2:15][CH2:14][CH2:13][O:12]3)[C:6]=2[CH:5]=[CH:4][C:3]=1[CH2:17][N:18]([CH3:29])[C:19](=[O:25])[O:20][C:21]([CH3:22])([CH3:24])[CH3:23], predict the reactants needed to synthesize it. The reactants are: [Cl:1][C:2]1[C:10]2[N:9]=[CH:8][N:7]([CH:11]3[CH2:16][CH2:15][CH2:14][CH2:13][O:12]3)[C:6]=2[CH:5]=[CH:4][C:3]=1[CH2:17][NH:18][C:19](=[O:25])[O:20][C:21]([CH3:24])([CH3:23])[CH3:22].[H-].[Na+].I[CH3:29]. (6) Given the product [F:31][C:32]1[CH:37]=[CH:36][C:35]([CH3:38])=[CH:34][C:33]=1[NH:39][C:40](=[O:63])[NH:41][C:42]1[CH:43]=[CH:44][C:45]([C:48]2[S:52][C:51]([CH:53]3[CH2:54][CH2:55][CH:56]([C:59]([OH:61])=[O:60])[CH2:57][CH2:58]3)=[N:50][CH:49]=2)=[CH:46][CH:47]=1, predict the reactants needed to synthesize it. The reactants are: FC(F)(F)C1C=C(NC(=O)NC2C=CC(C3SC(CCC(O)=O)=NC=3)=CC=2)C=CC=1.[F:31][C:32]1[CH:37]=[CH:36][C:35]([CH3:38])=[CH:34][C:33]=1[NH:39][C:40](=[O:63])[NH:41][C:42]1[CH:47]=[CH:46][C:45]([C:48]2[S:52][C:51]([CH:53]3[CH2:58][CH2:57][CH:56]([C:59]([O:61]C)=[O:60])[CH2:55][CH2:54]3)=[N:50][CH:49]=2)=[CH:44][CH:43]=1. (7) The reactants are: [O:1]1[CH2:6][CH2:5][N:4]([C:7]2[S:15][C:14]3[C:13]([N:16]4[CH2:21][CH2:20][N:19](C(OC(C)(C)C)=O)[CH2:18][CH2:17]4)=[N:12][CH:11]=[N:10][C:9]=3[CH:8]=2)[CH2:3][CH2:2]1.[ClH:29]. Given the product [N:16]1([C:13]2[C:14]3[S:15][C:7]([N:4]4[CH2:3][CH2:2][O:1][CH2:6][CH2:5]4)=[CH:8][C:9]=3[N:10]=[CH:11][N:12]=2)[CH2:21][CH2:20][NH:19][CH2:18][CH2:17]1.[ClH:29], predict the reactants needed to synthesize it.